The task is: Predict the reactants needed to synthesize the given product.. This data is from Full USPTO retrosynthesis dataset with 1.9M reactions from patents (1976-2016). (1) Given the product [CH:9]1([CH3:19])[CH2:14][CH2:13][CH:12]([CH:15]([CH3:17])[CH3:16])[CH:11]([C:2]2[CH:3]=[CH:4][CH:5]=[CH:6][C:1]=2[OH:7])[CH2:10]1, predict the reactants needed to synthesize it. The reactants are: [C:1]1([OH:7])[CH:6]=[CH:5][CH:4]=[CH:3][CH:2]=1.[Al].[CH:9]1([CH3:19])[CH2:14][CH2:13][CH:12]([CH:15]([CH3:17])[CH3:16])[CH:11](O)[CH2:10]1.Cl. (2) Given the product [CH3:8][CH:7]([CH3:9])[CH2:6][CH:5]([C:10]1[CH:11]=[C:12]([C:38]2[CH:39]=[CH:40][C:41]([C:44]([F:46])([F:47])[F:45])=[CH:42][CH:43]=2)[CH:13]=[C:14]([CH:16]2[CH2:21][CH2:20][N:19]([CH:22]([C:28]3[CH:29]=[CH:30][C:31]([C:34]([F:37])([F:36])[F:35])=[CH:32][CH:33]=3)[CH2:23][CH2:24][CH:25]([CH3:26])[CH3:27])[CH2:18][CH2:17]2)[CH:15]=1)[C:4]([OH:48])=[O:3], predict the reactants needed to synthesize it. The reactants are: C([O:3][C:4](=[O:48])[CH:5]([C:10]1[CH:11]=[C:12]([C:38]2[CH:43]=[CH:42][C:41]([C:44]([F:47])([F:46])[F:45])=[CH:40][CH:39]=2)[CH:13]=[C:14]([CH:16]2[CH2:21][CH2:20][N:19]([CH:22]([C:28]3[CH:33]=[CH:32][C:31]([C:34]([F:37])([F:36])[F:35])=[CH:30][CH:29]=3)[CH2:23][CH2:24][CH:25]([CH3:27])[CH3:26])[CH2:18][CH2:17]2)[CH:15]=1)[CH2:6][CH:7]([CH3:9])[CH3:8])C.[OH-].[Na+]. (3) The reactants are: [Br:1][C:2]1[C:10]2[O:9][CH:8]=[CH:7][C:6]=2[CH:5]=[CH:4][CH:3]=1.[Li+].[CH3:12][CH:13]([N-]C(C)C)C.C1COCC1.CCCCCCC.CI.C([O-])(O)=O.[Na+]. Given the product [Br:1][C:2]1[C:10]2[O:9][C:8]([CH2:12][CH3:13])=[CH:7][C:6]=2[CH:5]=[CH:4][CH:3]=1, predict the reactants needed to synthesize it. (4) Given the product [CH3:31][O:30][CH2:29][CH2:28][O:27][CH2:26][CH2:25][N:14]1[C:15]2[CH:16]=[C:17]3[O:24][CH2:23][CH2:22][O:21][C:18]3=[CH:19][C:20]=2[C:12]2([C:3]3[C:2](=[CH:11][C:6]4[O:7][CH2:8][CH2:9][O:10][C:5]=4[CH:4]=3)[O:1][CH2:33]2)[C:13]1=[O:32], predict the reactants needed to synthesize it. The reactants are: [OH:1][C:2]1[C:3]([CH:12]2[C:20]3[CH:19]=[C:18]4[O:21][CH2:22][CH2:23][O:24][C:17]4=[CH:16][C:15]=3[N:14]([CH2:25][CH2:26][O:27][CH2:28][CH2:29][O:30][CH3:31])[C:13]2=[O:32])=[CH:4][C:5]2[O:10][CH2:9][CH2:8][O:7][C:6]=2[CH:11]=1.[C:33]1(C(C2C=CC=CC=2)N2C3C(=CC=CC=3)C(C3C=C(C)C(OC)=CC=3O)C2=O)C=CC=CC=1.